Task: Predict the product of the given reaction.. Dataset: Forward reaction prediction with 1.9M reactions from USPTO patents (1976-2016) Given the reactants [Br:1][C:2]1[N:7]=[CH:6][C:5]2[CH:8]=[C:9]([CH:11]=[O:12])[NH:10][C:4]=2[CH:3]=1.CC1C=CC(S([CH2:23][N+:24]#[C-:25])(=O)=O)=CC=1.C(=O)([O-])[O-].[K+].[K+], predict the reaction product. The product is: [Br:1][C:2]1[N:7]=[CH:6][C:5]2[CH:8]=[C:9]([C:11]3[O:12][CH:25]=[N:24][CH:23]=3)[NH:10][C:4]=2[CH:3]=1.